From a dataset of TCR-epitope binding with 47,182 pairs between 192 epitopes and 23,139 TCRs. Binary Classification. Given a T-cell receptor sequence (or CDR3 region) and an epitope sequence, predict whether binding occurs between them. The epitope is GILGFVFTL. The TCR CDR3 sequence is CASSTRSSYEQYF. Result: 1 (the TCR binds to the epitope).